Dataset: Full USPTO retrosynthesis dataset with 1.9M reactions from patents (1976-2016). Task: Predict the reactants needed to synthesize the given product. (1) Given the product [NH2:1][C:2]1[CH:3]=[CH:4][C:5]([CH:8]2[CH2:9][CH2:10][C:11](=[O:14])[CH2:12][CH2:13]2)=[CH:6][C:7]=1[Br:22], predict the reactants needed to synthesize it. The reactants are: [NH2:1][C:2]1[CH:7]=[CH:6][C:5]([CH:8]2[CH2:13][CH2:12][C:11](=[O:14])[CH2:10][CH2:9]2)=[CH:4][CH:3]=1.C1C(=O)N([Br:22])C(=O)C1. (2) Given the product [CH2:39]([C:33]1([CH3:42])[C:32]2[N:31]=[N:30][C:29]([C:43]3[C:51]4[C:46](=[N:47][CH:48]=[C:49]([F:52])[CH:50]=4)[N:45]([CH2:53][C:54]4[CH:59]=[CH:58][CH:57]=[CH:56][C:55]=4[F:60])[N:44]=3)=[N:28][C:27]=2[NH:5][C:34]1=[O:36])[CH:40]=[CH2:41], predict the reactants needed to synthesize it. The reactants are: FC1C=CC=CC=1C[N:5]1C2=NC(C(F)(F)F)=CC=C2C(C(=N)NN)=N1.Cl[C:27]1[N:28]=[C:29]([C:43]2[C:51]3[C:46](=[N:47][CH:48]=[C:49]([F:52])[CH:50]=3)[N:45]([CH2:53][C:54]3[CH:59]=[CH:58][CH:57]=[CH:56][C:55]=3[F:60])[N:44]=2)[N:30]=[N:31][C:32]=1[C:33]([CH3:42])([CH2:39][CH:40]=[CH2:41])[C:34]([O:36]CC)=O. (3) The reactants are: [N:1]1([CH:6]=[O:7])[CH2:5][CH2:4][CH2:3][CH2:2]1.[Cl:8][C:9]1[CH:10]=[C:11]([CH:15]=[C:16]([Cl:18])[N:17]=1)C(O)=O.[Li+].CC([N-]C(C)C)C.[CH:27](OCC)=[O:28]. Given the product [Cl:18][C:16]1[C:15]([CH:27]=[O:28])=[C:11]([C:6]([N:1]2[CH2:5][CH2:4][CH2:3][CH2:2]2)=[O:7])[CH:10]=[C:9]([Cl:8])[N:17]=1, predict the reactants needed to synthesize it. (4) Given the product [CH:2]1([C@@:1]2([N:10]3[C:19]4[N:18]=[CH:17][N:16]=[C:14]([NH2:15])[C:13]=4[N:12]=[CH:11]3)[O:9][C@H:6]([CH2:7][OH:8])[C@@H:4]([OH:5])[C@H:2]2[OH:3])[O:3][C@H:21]([CH2:20][OH:23])[C@@H:7]([OH:8])[C@H:6]([OH:9])[C@H:4]1[OH:5], predict the reactants needed to synthesize it. The reactants are: [C@@H:1]1([N:10]2[C:19]3[N:18]=[CH:17][N:16]=[C:14]([NH2:15])[C:13]=3[N:12]=[CH:11]2)[O:9][C@H:6]([CH2:7][OH:8])[C@@H:4]([OH:5])[C@H:2]1[OH:3].[C:20]([O-:23])(=O)[CH3:21].[Na+].